Predict the reaction yield, written as a fraction of the theoretical maximum amount of product (1.0 means a 100% yield; for example, 0.34 means a 34% yield). From a dataset of Reaction yield outcomes from USPTO patents with 853,638 reactions. (1) The reactants are C([Li])CCC.Br[C:7]1[C:11]([C:12]2[CH:17]=[CH:16][CH:15]=[CH:14][CH:13]=2)=[CH:10][N:9]([CH3:18])[C:8]=1[CH3:19].C1C=CC(S(N(S(C2C=CC=CC=2)(=O)=O)[F:30])(=O)=O)=CC=1. The catalyst is O1CCCC1. The product is [F:30][C:7]1[C:11]([C:12]2[CH:17]=[CH:16][CH:15]=[CH:14][CH:13]=2)=[CH:10][N:9]([CH3:18])[C:8]=1[CH3:19]. The yield is 0.390. (2) The reactants are [Cl:1][C:2]1[CH:18]=[CH:17][C:5]2[CH2:6][CH2:7][N:8]([C:11](=[O:16])[C:12]([F:15])([F:14])[F:13])[CH2:9][CH2:10][C:4]=2[C:3]=1OS(C(F)(F)F)(=O)=O.[CH3:27][N:28]([C:37](=[O:42])[C:38]([CH3:41])([CH3:40])[CH3:39])[C:29]1[CH:36]=[CH:35][C:32]([CH2:33][NH2:34])=[CH:31][CH:30]=1. The catalyst is C1(C)C=CC=CC=1.O1CCOCC1. The product is [Cl:1][C:2]1[CH:18]=[CH:17][C:5]2[CH2:6][CH2:7][N:8]([C:11](=[O:16])[C:12]([F:15])([F:14])[F:13])[CH2:9][CH2:10][C:4]=2[C:3]=1[NH:34][CH2:33][C:32]1[CH:31]=[CH:30][C:29]([N:28]([C:37](=[O:42])[C:38]([CH3:40])([CH3:39])[CH3:41])[CH3:27])=[CH:36][CH:35]=1. The yield is 0.900. (3) The reactants are [Cl:1][C:2]1[N:7]=[C:6](Cl)[C:5]([Cl:9])=[CH:4][N:3]=1.[CH3:10][P:11]([C:14]1[CH:20]=[CH:19][C:17]([NH2:18])=[CH:16][CH:15]=1)([CH3:13])=[O:12].C(=O)([O-])[O-].[K+].[K+].C(=O)(O)[O-].[Na+]. The catalyst is CN(C=O)C. The product is [Cl:1][C:2]1[N:7]=[C:6]([NH:18][C:17]2[CH:16]=[CH:15][C:14]([P:11]([CH3:13])([CH3:10])=[O:12])=[CH:20][CH:19]=2)[C:5]([Cl:9])=[CH:4][N:3]=1. The yield is 0.360. (4) The reactants are [F:1][C:2]1[CH:8]=[CH:7][C:6]([N+:9]([O-:11])=[O:10])=[CH:5][C:3]=1[NH2:4].[C:12]1(=O)[O:16][CH2:15][CH2:14][CH2:13]1. The catalyst is Cl.C(OCC)(=O)C. The product is [F:1][C:2]1[CH:8]=[CH:7][C:6]([N+:9]([O-:11])=[O:10])=[CH:5][C:3]=1[N:4]1[CH2:12][CH2:13][CH2:14][C:15]1=[O:16]. The yield is 0.430.